Dataset: Full USPTO retrosynthesis dataset with 1.9M reactions from patents (1976-2016). Task: Predict the reactants needed to synthesize the given product. (1) Given the product [Br:19][C:16]1[CH:15]=[CH:14][C:13]([NH:12][C:9]2[N:8]=[C:7]([CH3:20])[C:6]([CH2:4][OH:3])=[CH:11][N:10]=2)=[CH:18][CH:17]=1, predict the reactants needed to synthesize it. The reactants are: C([O:3][C:4]([C:6]1[C:7]([CH3:20])=[N:8][C:9]([NH:12][C:13]2[CH:18]=[CH:17][C:16]([Br:19])=[CH:15][CH:14]=2)=[N:10][CH:11]=1)=O)C.CC(C[AlH]CC(C)C)C. (2) The reactants are: [CH2:1]([C:5]1[N:6]=[N:7][C:8]([O:32][CH:33]2[CH2:38][CH2:37][N:36]([CH3:39])[CH2:35][CH2:34]2)=[CH:9][C:10]=1[C:11]1[CH:12]=[CH:13][C:14]([O:25][CH:26]2[CH2:31][CH2:30][CH2:29][CH2:28][CH2:27]2)=[C:15]([CH:24]=1)[C:16]([NH:18][C:19]([CH3:23])([CH3:22])[CH2:20]O)=[O:17])[CH2:2][CH2:3][CH3:4].C(N=C=NC(C)C)(C)C. Given the product [CH2:1]([C:5]1[N:6]=[N:7][C:8]([O:32][CH:33]2[CH2:34][CH2:35][N:36]([CH3:39])[CH2:37][CH2:38]2)=[CH:9][C:10]=1[C:11]1[CH:12]=[CH:13][C:14]([O:25][CH:26]2[CH2:27][CH2:28][CH2:29][CH2:30][CH2:31]2)=[C:15]([C:16]2[O:17][CH2:20][C:19]([CH3:22])([CH3:23])[N:18]=2)[CH:24]=1)[CH2:2][CH2:3][CH3:4], predict the reactants needed to synthesize it. (3) Given the product [Cl:17][C:18]1[CH:28]=[CH:27][C:21]([O:22][CH2:23][C@@H:24]([NH:26][C:46]([C:45]2[N:50]([CH2:49][CH2:48][OH:47])[C:51](=[O:52])[C:42]([N:40]3[CH:41]=[C:37]([CH3:36])[N:38]=[CH:39]3)=[CH:43][CH:44]=2)=[O:53])[CH3:25])=[C:20]([C:29]([CH3:34])([CH3:35])[C:30]([F:31])([F:32])[F:33])[CH:19]=1, predict the reactants needed to synthesize it. The reactants are: C[Al](C)C.C[Al](C)C.C1N2CCN(CC2)C1.[Cl:17][C:18]1[CH:28]=[CH:27][C:21]([O:22][CH2:23][C@@H:24]([NH2:26])[CH3:25])=[C:20]([C:29]([CH3:35])([CH3:34])[C:30]([F:33])([F:32])[F:31])[CH:19]=1.[CH3:36][C:37]1[N:38]=[CH:39][N:40]([C:42]2[C:51](=[O:52])[N:50]3[C:45]([C:46](=[O:53])[O:47][CH2:48][CH2:49]3)=[CH:44][CH:43]=2)[CH:41]=1. (4) Given the product [CH2:24]([O:23][C:19]1[C:17]2[O:18][C@@H:13]([CH2:12][NH:41][C@H:38]3[CH2:39][CH2:40][C@@H:36]([C:30]4[C:29]5[C:33](=[CH:34][CH:35]=[C:27]([F:26])[CH:28]=5)[NH:32][CH:31]=4)[CH2:37]3)[CH2:14][O:15][C:16]=2[CH:22]=[CH:21][CH:20]=1)[CH3:25], predict the reactants needed to synthesize it. The reactants are: CC1C=CC(S(O[CH2:12][C@@H:13]2[O:18][C:17]3[C:19]([O:23][CH2:24][CH3:25])=[CH:20][CH:21]=[CH:22][C:16]=3[O:15][CH2:14]2)(=O)=O)=CC=1.[F:26][C:27]1[CH:28]=[C:29]2[C:33](=[CH:34][CH:35]=1)[NH:32][CH:31]=[C:30]2[C@@H:36]1[CH2:40][CH2:39][C@H:38]([NH2:41])[CH2:37]1. (5) Given the product [F:1][C:2]1[CH:3]=[C:4]([C:13]2[N:17]([C:18]3[CH:19]=[N:20][CH:21]=[CH:22][CH:23]=3)[N:16]=[C:15]([C:24]([N:56]3[CH2:57][CH2:58][S:54][CH2:55]3)=[O:26])[CH:14]=2)[CH:5]=[C:6]([O:8][C:9]([F:12])([F:11])[F:10])[CH:7]=1, predict the reactants needed to synthesize it. The reactants are: [F:1][C:2]1[CH:3]=[C:4]([C:13]2[N:17]([C:18]3[CH:19]=[N:20][CH:21]=[CH:22][CH:23]=3)[N:16]=[C:15]([C:24]([OH:26])=O)[CH:14]=2)[CH:5]=[C:6]([O:8][C:9]([F:12])([F:11])[F:10])[CH:7]=1.ClC1C=C(C2N(C3C=CC=CN=3)N=C(C(N3CC(=O)NC3)=O)C=2)C=C(F)C=1.[S:54]1[CH2:58][CH2:57][NH:56][CH2:55]1. (6) The reactants are: [C:1]1([CH2:7][CH2:8][CH2:9][CH2:10][CH2:11][CH2:12][CH2:13][CH2:14][CH2:15][CH2:16][C:17]2[C:25]3[S:26][CH:27]=[CH:28][C:24]=3[C:23]([CH2:29][CH2:30][CH2:31][CH2:32][CH2:33][CH2:34][CH2:35][CH2:36][CH2:37][CH2:38][C:39]3[CH:44]=[CH:43][CH:42]=[CH:41][CH:40]=3)=[C:19]3[S:20][CH:21]=[CH:22][C:18]=23)[CH:6]=[CH:5][CH:4]=[CH:3][CH:2]=1.C([Li])CCC.[CH3:50][Sn:51](Cl)([CH3:53])[CH3:52].O. Given the product [C:1]1([CH2:7][CH2:8][CH2:9][CH2:10][CH2:11][CH2:12][CH2:13][CH2:14][CH2:15][CH2:16][C:17]2[C:25]3[S:26][C:27]([Sn:51]([CH3:53])([CH3:52])[CH3:50])=[CH:28][C:24]=3[C:23]([CH2:29][CH2:30][CH2:31][CH2:32][CH2:33][CH2:34][CH2:35][CH2:36][CH2:37][CH2:38][C:39]3[CH:44]=[CH:43][CH:42]=[CH:41][CH:40]=3)=[C:19]3[S:20][C:21]([Sn:51]([CH3:53])([CH3:52])[CH3:50])=[CH:22][C:18]=23)[CH:2]=[CH:3][CH:4]=[CH:5][CH:6]=1, predict the reactants needed to synthesize it. (7) Given the product [CH:1]([C:4]1[CH:9]=[CH:8][C:7]([CH:10]2[C:14]3[C:15]([CH3:22])=[C:16]([NH:21][C:31](=[O:32])[C:30]4[CH:34]=[CH:35][C:27]([O:26][CH3:25])=[CH:28][CH:29]=4)[C:17]([CH3:20])=[C:18]([CH3:19])[C:13]=3[O:12][C:11]2([CH3:24])[CH3:23])=[CH:6][CH:5]=1)([CH3:3])[CH3:2], predict the reactants needed to synthesize it. The reactants are: [CH:1]([C:4]1[CH:9]=[CH:8][C:7]([CH:10]2[C:14]3[C:15]([CH3:22])=[C:16]([NH2:21])[C:17]([CH3:20])=[C:18]([CH3:19])[C:13]=3[O:12][C:11]2([CH3:24])[CH3:23])=[CH:6][CH:5]=1)([CH3:3])[CH3:2].[CH3:25][O:26][C:27]1[CH:35]=[CH:34][C:30]([C:31](Cl)=[O:32])=[CH:29][CH:28]=1.